Dataset: Reaction yield outcomes from USPTO patents with 853,638 reactions. Task: Predict the reaction yield, written as a fraction of the theoretical maximum amount of product (1.0 means a 100% yield; for example, 0.34 means a 34% yield). (1) The reactants are Cl[C:2]([O:4][CH:5]([Cl:7])[CH3:6])=[O:3].ClCCl.[CH3:11][NH:12][CH2:13][C:14]([O:16][CH:17]1[CH2:23][CH2:22][CH2:21][N:20]([C:24](=[O:42])[C:25]2[CH:30]=[CH:29][C:28]([NH:31][C:32](=[O:40])[C:33]3[CH:38]=[CH:37][CH:36]=[CH:35][C:34]=3[CH3:39])=[CH:27][C:26]=2[CH3:41])[C:19]2[CH:43]=[CH:44][C:45]([Cl:47])=[CH:46][C:18]1=2)=[O:15].CN1CCOCC1. The catalyst is C(OCC)(=O)C. The product is [Cl:7][CH:5]([O:4][C:2]([CH2:11][NH:12][CH2:13][C:14]([O:16][CH:17]1[CH2:23][CH2:22][CH2:21][N:20]([C:24](=[O:42])[C:25]2[CH:30]=[CH:29][C:28]([NH:31][C:32](=[O:40])[C:33]3[CH:38]=[CH:37][CH:36]=[CH:35][C:34]=3[CH3:39])=[CH:27][C:26]=2[CH3:41])[C:19]2[CH:43]=[CH:44][C:45]([Cl:47])=[CH:46][C:18]1=2)=[O:15])=[O:3])[CH3:6]. The yield is 0.930. (2) The reactants are P(Cl)(Cl)(Cl)(Cl)Cl.[Cl:7][S:8]([OH:11])(=O)=[O:9].[Cl:12][C:13]1[O:14][CH:15]=[CH:16][CH:17]=1. No catalyst specified. The product is [Cl:12][C:13]1[O:14][C:15]([S:8]([Cl:7])(=[O:11])=[O:9])=[CH:16][CH:17]=1. The yield is 0.360.